From a dataset of Forward reaction prediction with 1.9M reactions from USPTO patents (1976-2016). Predict the product of the given reaction. (1) Given the reactants Cl.[CH3:2][N:3]1[C:12]2[C:7](=[CH:8][C:9]([C:13]3[CH:14]=[N:15][CH:16]=[C:17]([O:19][C@H:20]4[CH2:24][CH2:23][NH:22][CH2:21]4)[CH:18]=3)=[CH:10][CH:11]=2)[CH2:6][CH2:5][C:4]1=[O:25].[CH3:26][N:27]1[CH:31]=[C:30]([C:32](O)=[O:33])[CH:29]=[N:28]1.CCN(C(C)C)C(C)C.C([O-])(O)=O.[Na+], predict the reaction product. The product is: [CH3:2][N:3]1[C:12]2[C:7](=[CH:8][C:9]([C:13]3[CH:14]=[N:15][CH:16]=[C:17]([O:19][C@H:20]4[CH2:24][CH2:23][N:22]([C:32]([C:30]5[CH:29]=[N:28][N:27]([CH3:26])[CH:31]=5)=[O:33])[CH2:21]4)[CH:18]=3)=[CH:10][CH:11]=2)[CH2:6][CH2:5][C:4]1=[O:25]. (2) Given the reactants Cl[C:2]1[N:18]=[C:5]2[C:6]([NH:10][CH2:11][C:12]3[CH:13]=[N:14][CH:15]=[CH:16][CH:17]=3)=[CH:7][CH:8]=[CH:9][N:4]2[N:3]=1.[N:19]1([CH2:24][CH2:25][O:26][C:27]2[CH:32]=[CH:31][C:30]([NH2:33])=[CH:29][CH:28]=2)[CH2:23][CH2:22][CH2:21][CH2:20]1.C1(P(C2CCCCC2)C2C=CC=CC=2C2C=CC=CC=2P(C2CCCCC2)C2CCCCC2)CCCCC1, predict the reaction product. The product is: [N:14]1[CH:15]=[CH:16][CH:17]=[C:12]([CH2:11][NH:10][C:6]2[C:5]3[N:4]([N:3]=[C:2]([NH:33][C:30]4[CH:31]=[CH:32][C:27]([O:26][CH2:25][CH2:24][N:19]5[CH2:23][CH2:22][CH2:21][CH2:20]5)=[CH:28][CH:29]=4)[N:18]=3)[CH:9]=[CH:8][CH:7]=2)[CH:13]=1.